This data is from Full USPTO retrosynthesis dataset with 1.9M reactions from patents (1976-2016). The task is: Predict the reactants needed to synthesize the given product. (1) Given the product [Br:37][C:35]1[N:36]=[C:31]([NH:17][C@H:22]2[CH2:27][CH2:26][C@H:25]([O:28][CH3:29])[CH2:24][CH2:23]2)[C:32]([NH:38][CH2:39][C:40]([O:42][CH2:43][CH3:44])=[O:41])=[N:33][CH:34]=1, predict the reactants needed to synthesize it. The reactants are: OC(C1N=CC(C2N=C3[N:17]([C@H:22]4[CH2:27][CH2:26][C@H:25]([O:28][CH3:29])[CH2:24][CH2:23]4)C(=O)CNC3=NC=2)=CC=1)(C)C.Br[C:31]1[C:32]([NH:38][CH2:39][C:40]([O:42][CH2:43][CH3:44])=[O:41])=[N:33][CH:34]=[C:35]([Br:37])[N:36]=1.Cl.CO[C@H]1CC[C@H](N)CC1.CCN(C(C)C)C(C)C. (2) Given the product [CH3:1][O:2][C:3](=[O:14])[CH:4]([S:6][C:7]1[CH:12]=[CH:11][C:10]([B:15]2[O:19][C:18]([CH3:21])([CH3:20])[C:17]([CH3:23])([CH3:22])[O:16]2)=[CH:9][CH:8]=1)[CH3:5], predict the reactants needed to synthesize it. The reactants are: [CH3:1][O:2][C:3](=[O:14])[CH:4]([S:6][C:7]1[CH:12]=[CH:11][C:10](Br)=[CH:9][CH:8]=1)[CH3:5].[B:15]1([B:15]2[O:19][C:18]([CH3:21])([CH3:20])[C:17]([CH3:23])([CH3:22])[O:16]2)[O:19][C:18]([CH3:21])([CH3:20])[C:17]([CH3:23])([CH3:22])[O:16]1.C([O-])(=O)C.[K+]. (3) The reactants are: Cl.[C:2](Cl)(=[O:9])[C:3]1[CH:8]=[CH:7][CH:6]=[N:5][CH:4]=1.[NH2:11][C:12]([CH3:33])([CH3:32])[CH2:13][C:14]1[N:15]([CH2:28][CH2:29][O:30][CH3:31])[N:16]=[C:17]2[C:26]=1[C:25]1[CH:24]=[CH:23][CH:22]=[CH:21][C:20]=1[N:19]=[C:18]2[NH2:27]. Given the product [NH2:27][C:18]1[C:17]2=[N:16][N:15]([CH2:28][CH2:29][O:30][CH3:31])[C:14]([CH2:13][C:12]([NH:11][C:2](=[O:9])[C:3]3[CH:8]=[CH:7][CH:6]=[N:5][CH:4]=3)([CH3:33])[CH3:32])=[C:26]2[C:25]2[CH:24]=[CH:23][CH:22]=[CH:21][C:20]=2[N:19]=1, predict the reactants needed to synthesize it. (4) The reactants are: [CH3:1][CH2:2][CH2:3][CH2:4][CH2:5][NH:6][C:7]([NH:9]/[N:10]=[CH:11]/[C:12]1[C:16]2[CH:17]=[C:18]([O:21][CH3:22])[CH:19]=[CH:20][C:15]=2[NH:14][CH:13]=1)=[NH:8].C(/C(O)=O)=C/C(O)=O. Given the product [CH3:1][CH2:2][CH2:3][CH2:4][CH2:5][NH:6][C:7]([NH:9]/[N:10]=[CH:11]/[C:12]1[C:16]2[CH:17]=[C:18]([O:21][CH3:22])[CH:19]=[CH:20][C:15]=2[NH:14][CH:13]=1)=[NH:8], predict the reactants needed to synthesize it. (5) Given the product [N:1]([C:2]1[CH:7]=[CH:6][C:5]([N:8]2[CH2:13][CH2:12][N:11]([C:14]([O:16][C:17]([CH3:20])([CH3:19])[CH3:18])=[O:15])[CH2:10][CH2:9]2)=[CH:4][CH:3]=1)=[C:21]=[S:22], predict the reactants needed to synthesize it. The reactants are: [NH2:1][C:2]1[CH:7]=[CH:6][C:5]([N:8]2[CH2:13][CH2:12][N:11]([C:14]([O:16][C:17]([CH3:20])([CH3:19])[CH3:18])=[O:15])[CH2:10][CH2:9]2)=[CH:4][CH:3]=1.[C:21](N1C=CN=C1)(N1C=CN=C1)=[S:22].